From a dataset of Reaction yield outcomes from USPTO patents with 853,638 reactions. Predict the reaction yield, written as a fraction of the theoretical maximum amount of product (1.0 means a 100% yield; for example, 0.34 means a 34% yield). (1) The reactants are [CH3:1][C:2]1[N:3]([CH2:20][C:21]2[C:30]3[C:25](=[CH:26][CH:27]=[CH:28][CH:29]=3)[CH:24]=[CH:23][CH:22]=2)[C:4]2[CH:10]=[C:9]([N:11]3[CH2:16][CH2:15][O:14][CH2:13][CH2:12]3)[CH:8]=[C:7]([N+:17]([O-])=O)[C:5]=2[N:6]=1. The catalyst is C(O)C.O.[Fe]. The product is [CH3:1][C:2]1[N:3]([CH2:20][C:21]2[C:30]3[C:25](=[CH:26][CH:27]=[CH:28][CH:29]=3)[CH:24]=[CH:23][CH:22]=2)[C:4]2[CH:10]=[C:9]([N:11]3[CH2:16][CH2:15][O:14][CH2:13][CH2:12]3)[CH:8]=[C:7]([NH2:17])[C:5]=2[N:6]=1. The yield is 0.970. (2) The reactants are [NH2:1][CH:2]([CH:8]1[CH2:11][CH2:10][CH2:9]1)[CH2:3][C:4]([O:6][CH3:7])=[O:5].[Cl:12][C:13]1[N:18]=[C:17](Cl)[C:16]([F:20])=[CH:15][N:14]=1.C(N(CC)CC)C. The catalyst is C1COCC1.C(O)C. The product is [Cl:12][C:13]1[N:18]=[C:17]([NH:1][CH:2]([CH:8]2[CH2:9][CH2:10][CH2:11]2)[CH2:3][C:4]([O:6][CH3:7])=[O:5])[C:16]([F:20])=[CH:15][N:14]=1. The yield is 0.450. (3) The reactants are [Br:1][C:2]1[CH:11]=[C:10]([CH:12]([CH3:14])[CH3:13])[N:9]=[C:8]2[C:3]=1[CH:4]=[CH:5][C:6]([NH2:15])=[N:7]2.Br[CH2:17][C:18](=O)[C:19]([O:21][CH2:22][CH3:23])=[O:20].C(N(CC)C(C)C)(C)C. The catalyst is C(O)C. The product is [Br:1][C:2]1[C:3]2[CH:4]=[CH:5][C:6]3[N:7]([CH:17]=[C:18]([C:19]([O:21][CH2:22][CH3:23])=[O:20])[N:15]=3)[C:8]=2[N:9]=[C:10]([CH:12]([CH3:13])[CH3:14])[CH:11]=1. The yield is 0.390. (4) The reactants are Cl.[CH3:2][O:3][C:4]1[C:9]2[N:10]=[C:11]([NH:13][C:14]([N:16]3[CH2:21][CH2:20][O:19][CH2:18][CH2:17]3)=[O:15])[S:12][C:8]=2[C:7]([CH:22]2[CH2:27][CH2:26][NH:25][CH2:24][CH2:23]2)=[CH:6][CH:5]=1.C(N(CC)CC)C.[CH3:35][O:36][C:37](Cl)=[O:38].C(=O)(O)[O-].[Na+]. The catalyst is C1COCC1.O. The product is [CH3:35][O:36][C:37]([N:25]1[CH2:26][CH2:27][CH:22]([C:7]2[C:8]3[S:12][C:11]([NH:13][C:14]([N:16]4[CH2:21][CH2:20][O:19][CH2:18][CH2:17]4)=[O:15])=[N:10][C:9]=3[C:4]([O:3][CH3:2])=[CH:5][CH:6]=2)[CH2:23][CH2:24]1)=[O:38]. The yield is 0.700. (5) The reactants are [CH2:1]([C:8]1[C:13]([O:14][CH2:15][C:16]2[CH:21]=[CH:20][CH:19]=[CH:18][CH:17]=2)=[CH:12][C:11]([O:22][CH2:23][C:24]2[CH:29]=[CH:28][CH:27]=[CH:26][CH:25]=2)=[CH:10][C:9]=1[OH:30])[C:2]1[CH:7]=[CH:6][CH:5]=[CH:4][CH:3]=1.[CH2:31]([O:38][C:39]1[CH:40]=[C:41]([CH:46]=[CH:47][C:48]=1[O:49][CH2:50][C:51]1[CH:56]=[CH:55][CH:54]=[CH:53][CH:52]=1)/[CH:42]=[CH:43]/[CH2:44]O)[C:32]1[CH:37]=[CH:36][CH:35]=[CH:34][CH:33]=1. The catalyst is C(Cl)Cl. The product is [CH2:23]([O:22][C:11]1[CH:12]=[C:13]([O:14][CH2:15][C:16]2[CH:21]=[CH:20][CH:19]=[CH:18][CH:17]=2)[C:8]([CH2:1][C:2]2[CH:3]=[CH:4][CH:5]=[CH:6][CH:7]=2)=[C:9]([OH:30])[C:10]=1[CH2:44]/[CH:43]=[CH:42]/[C:41]1[CH:46]=[CH:47][C:48]([O:49][CH2:50][C:51]2[CH:56]=[CH:55][CH:54]=[CH:53][CH:52]=2)=[C:39]([O:38][CH2:31][C:32]2[CH:33]=[CH:34][CH:35]=[CH:36][CH:37]=2)[CH:40]=1)[C:24]1[CH:25]=[CH:26][CH:27]=[CH:28][CH:29]=1. The yield is 0.460.